From a dataset of Full USPTO retrosynthesis dataset with 1.9M reactions from patents (1976-2016). Predict the reactants needed to synthesize the given product. (1) The reactants are: [F:1][C:2]1[CH:3]=[C:4]([C:13](=[O:17])[CH2:14][O:15][CH3:16])[CH:5]=[CH:6][C:7]=1[N:8]1[CH:12]=[CH:11][CH:10]=[CH:9]1.[BH4-].[Na+]. Given the product [F:1][C:2]1[CH:3]=[C:4]([CH:13]([OH:17])[CH2:14][O:15][CH3:16])[CH:5]=[CH:6][C:7]=1[N:8]1[CH:9]=[CH:10][CH:11]=[CH:12]1, predict the reactants needed to synthesize it. (2) Given the product [CH2:1]([C@H:8]1[CH2:12][O:11][C:10](=[O:13])[N:9]1[C:14](=[O:19])[C@@H:15]([O:16][CH2:17][CH3:18])[C@@H:32]([C:31]1[C:30]([CH3:37])=[CH:29][C:28]([O:27][CH2:20][C:21]2[CH:26]=[CH:25][CH:24]=[CH:23][CH:22]=2)=[CH:35][C:34]=1[CH3:36])[OH:33])[C:2]1[CH:3]=[CH:4][CH:5]=[CH:6][CH:7]=1, predict the reactants needed to synthesize it. The reactants are: [CH2:1]([C@H:8]1[CH2:12][O:11][C:10](=[O:13])[N:9]1[C:14](=[O:19])[CH2:15][O:16][CH2:17][CH3:18])[C:2]1[CH:7]=[CH:6][CH:5]=[CH:4][CH:3]=1.[CH2:20]([O:27][C:28]1[CH:35]=[C:34]([CH3:36])[C:31]([CH:32]=[O:33])=[C:30]([CH3:37])[CH:29]=1)[C:21]1[CH:26]=[CH:25][CH:24]=[CH:23][CH:22]=1.[O-]S(C(F)(F)F)(=O)=O.C([B+]CCCC)CCC.